This data is from Catalyst prediction with 721,799 reactions and 888 catalyst types from USPTO. The task is: Predict which catalyst facilitates the given reaction. (1) The catalyst class is: 3. Reactant: [C:1]([O:5][C:6](=[O:16])[C:7]1[CH:12]=[CH:11][C:10]([N:13]=[C:14]=[S:15])=[CH:9][CH:8]=1)([CH3:4])([CH3:3])[CH3:2].[OH-].[K+].[C:19]([CH2:21][C:22]([NH2:24])=[O:23])#[N:20].Cl. Product: [C:1]([O:5][C:6](=[O:16])[C:7]1[CH:8]=[CH:9][C:10]([NH:13][C:14](=[S:15])[CH:21]([C:22](=[O:23])[NH2:24])[C:19]#[N:20])=[CH:11][CH:12]=1)([CH3:4])([CH3:2])[CH3:3]. (2) Reactant: [F:1][C:2]1[CH:7]=[CH:6][C:5]([CH2:8][CH2:9][NH:10][CH2:11][C:12]2[CH:17]=[CH:16][CH:15]=[C:14]([CH2:18][S:19][CH2:20][CH2:21][C:22]3[CH:27]=[CH:26][CH:25]=[CH:24][CH:23]=3)[CH:13]=2)=[CH:4][CH:3]=1.[Cl:28][C:29]1[C:30]([OH:40])=[C:31]([S:36](Cl)(=[O:38])=[O:37])[CH:32]=[C:33]([Cl:35])[CH:34]=1.C(N(CC)C(C)C)(C)C. Product: [Cl:28][C:29]1[C:30]([OH:40])=[C:31]([S:36]([N:10]([CH2:9][CH2:8][C:5]2[CH:6]=[CH:7][C:2]([F:1])=[CH:3][CH:4]=2)[CH2:11][C:12]2[CH:17]=[CH:16][CH:15]=[C:14]([CH2:18][S:19][CH2:20][CH2:21][C:22]3[CH:23]=[CH:24][CH:25]=[CH:26][CH:27]=3)[CH:13]=2)(=[O:38])=[O:37])[CH:32]=[C:33]([Cl:35])[CH:34]=1. The catalyst class is: 1. (3) Reactant: [CH3:1][N:2]1[C:6]([C:7]2[S:8][CH:9]=[C:10]([Cl:13])[C:11]=2[Cl:12])=[N:5][C:4]([C:14]2[C:19]([F:20])=[CH:18][CH:17]=[CH:16][C:15]=2[Cl:21])=[N:3]1.C([O-])(=O)C.[Na+].[Br:27]Br.C(Cl)Cl. Product: [CH3:1][N:2]1[C:6]([C:7]2[S:8][C:9]([Br:27])=[C:10]([Cl:13])[C:11]=2[Cl:12])=[N:5][C:4]([C:14]2[C:19]([F:20])=[CH:18][CH:17]=[CH:16][C:15]=2[Cl:21])=[N:3]1. The catalyst class is: 15. (4) Reactant: [N:1]1[CH:6]=[CH:5][CH:4]=[N:3][C:2]=1[N:7]1[CH2:12][CH2:11][N:10]([CH2:13][CH2:14][CH2:15][CH2:16][N:17]2[C:26](=[O:27])[CH2:25][C:20]3([CH2:24][CH2:23][CH2:22][CH2:21]3)[CH2:19][C:18]2=[O:28])[CH2:9][CH2:8]1.P(OCC)(OCC)[O:30]CC.C[Si]([N-][Si](C)(C)C)(C)C.[Na+].C(OC)(C)(C)C.Cl. Product: [CH:5]1[CH:6]=[N:1][C:2]([N:7]2[CH2:12][CH2:11][N:10]([CH2:13][CH2:14][CH2:15][CH2:16][N:17]3[C:26](=[O:27])[CH:25]([OH:30])[C:20]4([CH2:24][CH2:23][CH2:22][CH2:21]4)[CH2:19][C:18]3=[O:28])[CH2:9][CH2:8]2)=[N:3][CH:4]=1. The catalyst class is: 1. (5) Reactant: [CH3:1][O:2][C:3]1[CH:4]=[C:5]([C:13]2[CH:18]=[C:17]([CH2:19][N:20]3[CH2:25][CH2:24][CH:23](C(N)=O)[CH2:22][CH2:21]3)[CH:16]=[CH:15][N:14]=2)[CH:6]=[C:7]([O:11][CH3:12])[C:8]=1[O:9][CH3:10].FC(F)(F)C(OI(C1C=CC=CC=1)OC(=O)C(F)(F)F)=O.C(=O)([O-])O.[Na+].[ClH:55].C(#[N:58])C. Product: [ClH:55].[ClH:55].[ClH:55].[NH2:58][CH:23]1[CH2:24][CH2:25][N:20]([CH2:19][C:17]2[CH:16]=[CH:15][N:14]=[C:13]([C:5]3[CH:6]=[C:7]([O:11][CH3:12])[C:8]([O:9][CH3:10])=[C:3]([O:2][CH3:1])[CH:4]=3)[CH:18]=2)[CH2:21][CH2:22]1. The catalyst class is: 6.